Task: Predict the product of the given reaction.. Dataset: Forward reaction prediction with 1.9M reactions from USPTO patents (1976-2016) (1) Given the reactants [CH3:1][C:2]1[C:11]2[C:6](=[CH:7][CH:8]=[CH:9][CH:10]=2)[N:5]=[CH:4][CH:3]=1.[BH3-]C#N.[Na+].B(F)(F)F.CCOCC, predict the reaction product. The product is: [CH3:1][CH:2]1[C:11]2[C:6](=[CH:7][CH:8]=[CH:9][CH:10]=2)[NH:5][CH2:4][CH2:3]1. (2) The product is: [CH3:15][C:13]([NH:16][C:17]1[S:18][CH:19]=[C:20]([C:22]2[CH:23]=[CH:24][C:25]([C:26]#[N:27])=[CH:28][CH:29]=2)[N:21]=1)([CH3:14])[CH:12]=[O:11]. Given the reactants C(Cl)(=O)C(Cl)=O.CS(C)=O.[OH:11][CH2:12][C:13]([NH:16][C:17]1[S:18][CH:19]=[C:20]([C:22]2[CH:29]=[CH:28][C:25]([C:26]#[N:27])=[CH:24][CH:23]=2)[N:21]=1)([CH3:15])[CH3:14].C(N(CC)CC)C, predict the reaction product. (3) Given the reactants OC(C)(C)[C:3]#[C:4][C:5]1[CH:6]=[N:7][C:8]([N:11]2[CH2:16][CH2:15][N:14]([C:17]([C:19]3[CH:24]=[CH:23][CH:22]=[CH:21][C:20]=3[C:25]([F:28])([F:27])[F:26])=[O:18])[CH2:13][CH2:12]2)=[N:9][CH:10]=1.[Na], predict the reaction product. The product is: [C:4]([C:5]1[CH:6]=[N:7][C:8]([N:11]2[CH2:12][CH2:13][N:14]([C:17]([C:19]3[CH:24]=[CH:23][CH:22]=[CH:21][C:20]=3[C:25]([F:28])([F:27])[F:26])=[O:18])[CH2:15][CH2:16]2)=[N:9][CH:10]=1)#[CH:3]. (4) Given the reactants [Cl:1][C:2]1[CH:7]=[CH:6][C:5]([CH:8]([C:12]2[CH:17]=[CH:16][C:15]([Cl:18])=[CH:14][CH:13]=2)[C:9]([OH:11])=O)=[CH:4][CH:3]=1.[NH2:19][CH2:20][CH2:21][CH2:22][N:23]1[CH2:28][CH2:27][CH:26]([C:29]2[CH:30]=[C:31]([NH:35][C:36](=[O:40])[CH:37]([CH3:39])[CH3:38])[CH:32]=[CH:33][CH:34]=2)[CH2:25][CH2:24]1, predict the reaction product. The product is: [Cl:18][C:15]1[CH:16]=[CH:17][C:12]([CH:8]([C:5]2[CH:4]=[CH:3][C:2]([Cl:1])=[CH:7][CH:6]=2)[C:9]([NH:19][CH2:20][CH2:21][CH2:22][N:23]2[CH2:28][CH2:27][CH:26]([C:29]3[CH:30]=[C:31]([NH:35][C:36](=[O:40])[CH:37]([CH3:38])[CH3:39])[CH:32]=[CH:33][CH:34]=3)[CH2:25][CH2:24]2)=[O:11])=[CH:13][CH:14]=1. (5) Given the reactants [F:1][C:2]1[CH:3]=[C:4]([C:10]2[CH:11]=[C:12]([CH2:21]OS(C)(=O)=O)[C:13](=[O:20])[N:14]([CH2:16][CH:17]([CH3:19])[CH3:18])[N:15]=2)[CH:5]=[CH:6][C:7]=1[O:8][CH3:9].[CH3:27][N:28]1[CH2:33][CH2:32][NH:31][CH2:30][CH2:29]1, predict the reaction product. The product is: [F:1][C:2]1[CH:3]=[C:4]([C:10]2[CH:11]=[C:12]([CH2:21][N:31]3[CH2:32][CH2:33][N:28]([CH3:27])[CH2:29][CH2:30]3)[C:13](=[O:20])[N:14]([CH2:16][CH:17]([CH3:18])[CH3:19])[N:15]=2)[CH:5]=[CH:6][C:7]=1[O:8][CH3:9]. (6) Given the reactants [CH:1]([O:4][C:5]1[CH:10]=[CH:9][CH:8]=[CH:7][C:6]=1[N:11]1[CH2:16][CH2:15][NH:14][CH2:13][CH2:12]1)([CH3:3])[CH3:2].[C:17]1([C:25]2[CH:30]=[CH:29][CH:28]=[CH:27][CH:26]=2)[C:18]([CH:23]=O)=[CH:19][CH:20]=[CH:21][CH:22]=1.[BH-](OC(C)=O)(OC(C)=O)OC(C)=O.[Na+].C1(C2C=CC=CC=2)C=CC=CC=1CN1CCN(C2C=CC=CC=2)CC1, predict the reaction product. The product is: [C:17]1([C:25]2[CH:26]=[CH:27][CH:28]=[CH:29][CH:30]=2)[CH:22]=[CH:21][CH:20]=[CH:19][C:18]=1[CH2:23][N:14]1[CH2:15][CH2:16][N:11]([C:6]2[CH:7]=[CH:8][CH:9]=[CH:10][C:5]=2[O:4][CH:1]([CH3:3])[CH3:2])[CH2:12][CH2:13]1. (7) The product is: [NH:1]1[C:5]2[CH:6]=[CH:7][CH:8]=[CH:9][C:4]=2[N:3]=[C:2]1[C:10]([O:12][CH2:17][CH3:18])=[O:11]. Given the reactants [NH:1]1[C:5]2[CH:6]=[CH:7][CH:8]=[CH:9][C:4]=2[N:3]=[C:2]1[C:10]([OH:12])=[O:11].S(Cl)(Cl)=O.[CH3:17][CH2:18]O, predict the reaction product. (8) Given the reactants [CH2:1]([O:8][C:9]1[C:14]([CH3:15])=[C:13]([CH3:16])[C:12]([O:17][CH2:18][C:19]2[CH:24]=[CH:23][CH:22]=[CH:21][CH:20]=2)=[C:11]([CH3:25])[C:10]=1[CH2:26][CH2:27][CH2:28]C(O)=O)[C:2]1[CH:7]=[CH:6][CH:5]=[CH:4][CH:3]=1.[C:32]([N:39]1[CH:43]=[CH:42]N=C1)(N1C=CN=C1)=[O:33].[CH2:44](N)CC, predict the reaction product. The product is: [CH2:1]([O:8][C:9]1[C:14]([CH3:15])=[C:13]([CH3:16])[C:12]([O:17][CH2:18][C:19]2[CH:24]=[CH:23][CH:22]=[CH:21][CH:20]=2)=[C:11]([CH3:25])[C:10]=1[CH2:26][CH2:27][CH2:28][C:32]([NH:39][CH2:43][CH2:42][CH3:44])=[O:33])[C:2]1[CH:3]=[CH:4][CH:5]=[CH:6][CH:7]=1. (9) Given the reactants [CH3:1][O:2][C:3]([C:5]1[S:6][C:7]([C:10](=[O:23])[NH:11][CH:12]([C:14]2[CH:19]=[CH:18][C:17]([N+:20]([O-])=O)=[CH:16][CH:15]=2)[CH3:13])=[CH:8][CH:9]=1)=[O:4].CO, predict the reaction product. The product is: [CH3:1][O:2][C:3]([C:5]1[S:6][C:7]([C:10](=[O:23])[NH:11][CH:12]([C:14]2[CH:15]=[CH:16][C:17]([NH2:20])=[CH:18][CH:19]=2)[CH3:13])=[CH:8][CH:9]=1)=[O:4].